Dataset: Full USPTO retrosynthesis dataset with 1.9M reactions from patents (1976-2016). Task: Predict the reactants needed to synthesize the given product. The reactants are: C([O:3][C:4](=[O:34])[CH2:5][S:6][C:7]1[S:11][C:10]([NH:12][C:13]([N:15]([CH2:28][CH:29]2[CH2:33][CH2:32][CH2:31][CH2:30]2)[C:16]2[CH:21]=[CH:20][CH:19]=[C:18]([C:22](=[O:27])[NH:23][CH:24]([CH3:26])[CH3:25])[CH:17]=2)=[O:14])=[N:9][CH:8]=1)C.C1(CN(C2C=CC(S(C)(=O)=O)=CC=2)C(=O)NC2SC=C(CC(O)=O)N=2)CCCC1.C1(CCNC2C=C(C=CC=2)C(NC(C)C)=O)CCCC1.C(OC(=O)CSC1SC(N)=NC=1)C. Given the product [CH:29]1([CH2:28][N:15]([C:16]2[CH:21]=[CH:20][CH:19]=[C:18]([C:22](=[O:27])[NH:23][CH:24]([CH3:25])[CH3:26])[CH:17]=2)[C:13](=[O:14])[NH:12][C:10]2[S:11][C:7]([S:6][CH2:5][C:4]([OH:34])=[O:3])=[CH:8][N:9]=2)[CH2:33][CH2:32][CH2:31][CH2:30]1, predict the reactants needed to synthesize it.